This data is from Full USPTO retrosynthesis dataset with 1.9M reactions from patents (1976-2016). The task is: Predict the reactants needed to synthesize the given product. Given the product [NH2:17][C:18]1[CH:23]=[C:22]([C:2]2[CH:16]=[CH:15][C:5]3[N:6]=[C:7]([NH:9][C:10]([NH:12][CH2:13][CH3:14])=[O:11])[S:8][C:4]=3[CH:3]=2)[CH:21]=[CH:20][CH:19]=1, predict the reactants needed to synthesize it. The reactants are: Br[C:2]1[CH:16]=[CH:15][C:5]2[N:6]=[C:7]([NH:9][C:10]([NH:12][CH2:13][CH3:14])=[O:11])[S:8][C:4]=2[CH:3]=1.[NH2:17][C:18]1[CH:19]=[C:20](OB(O)O)[CH:21]=[CH:22][CH:23]=1.C(=O)(O)[O-].[Na+].B(O)(O)O.